This data is from Reaction yield outcomes from USPTO patents with 853,638 reactions. The task is: Predict the reaction yield, written as a fraction of the theoretical maximum amount of product (1.0 means a 100% yield; for example, 0.34 means a 34% yield). The catalyst is C(OCC)C.[Sb](Cl)(Cl)(Cl)(Cl)Cl. The product is [CH3:15][O:14][C:5]1[CH:6]=[C:7]([CH:12]=[CH:13][C:4]=1[O:3][C:2]([F:17])([F:19])[F:16])[C:8]([O:10][CH3:11])=[O:9]. The yield is 0.543. The reactants are Br[C:2]([F:17])([F:16])[O:3][C:4]1[CH:13]=[CH:12][C:7]([C:8]([O:10][CH3:11])=[O:9])=[CH:6][C:5]=1[O:14][CH3:15].[Sb](F)(F)[F:19].